This data is from Forward reaction prediction with 1.9M reactions from USPTO patents (1976-2016). The task is: Predict the product of the given reaction. Given the reactants [C:1]([C:4]1[CH:9]=[CH:8][C:7]([C:10]([CH3:14])([CH3:13])[C:11]#[N:12])=[CH:6][C:5]=1[CH3:15])(=O)[CH3:2].[BH4-].[Na+].[OH-].[NH4+:19], predict the reaction product. The product is: [NH2:19][CH:1]([C:4]1[CH:9]=[CH:8][C:7]([C:10]([CH3:14])([CH3:13])[C:11]#[N:12])=[CH:6][C:5]=1[CH3:15])[CH3:2].